This data is from Full USPTO retrosynthesis dataset with 1.9M reactions from patents (1976-2016). The task is: Predict the reactants needed to synthesize the given product. (1) Given the product [Cl:17][CH2:13][C:10]1[CH:9]=[C:8]([C:2]([CH3:3])([O:4][CH2:5][C:6]#[CH:7])[CH3:1])[O:12][N:11]=1, predict the reactants needed to synthesize it. The reactants are: [CH3:1][C:2]([C:8]1[O:12][N:11]=[C:10]([CH2:13]O)[CH:9]=1)([O:4][CH2:5][C:6]#[CH:7])[CH3:3].S(Cl)([Cl:17])=O. (2) Given the product [NH2:3][C:4]1[N:9]=[CH:8][C:7]([CH2:10][CH:11]([C:17]2[N:18]=[CH:19][N:20]([CH:23]([C:24]3[CH:29]=[CH:28][CH:27]=[CH:26][CH:25]=3)[C:30]3[CH:35]=[CH:34][CH:33]=[CH:32][CH:31]=3)[CH:21]=2)[C:12]([O:14][CH2:15][CH3:16])=[O:13])=[CH:6][CH:5]=1, predict the reactants needed to synthesize it. The reactants are: [H-].[Na+].[NH2:3][C:4]1[N:9]=[CH:8][C:7]([CH2:10][CH:11]([C:17]2[N:18]=[CH:19][NH:20][CH:21]=2)[C:12]([O:14][CH2:15][CH3:16])=[O:13])=[CH:6][CH:5]=1.Br[CH:23]([C:30]1[CH:35]=[CH:34][CH:33]=[CH:32][CH:31]=1)[C:24]1[CH:29]=[CH:28][CH:27]=[CH:26][CH:25]=1.O. (3) Given the product [Si:15]([O:16][CH2:17][CH2:18][O:19][CH2:20][CH:21]=[O:22])([C:11]([CH3:14])([CH3:13])[CH3:12])([CH3:24])[CH3:23], predict the reactants needed to synthesize it. The reactants are: C(Cl)(=O)C(Cl)=O.CS(C)=O.[C:11]([Si:15]([CH3:24])([CH3:23])[O:16][CH2:17][CH2:18][O:19][CH2:20][CH2:21][OH:22])([CH3:14])([CH3:13])[CH3:12].O. (4) Given the product [C:19]([O:18][C:15](=[O:17])[CH2:16][CH:13]([OH:14])[C:6]1[C:5]2[C:10](=[CH:11][CH:12]=[C:3]([O:2][CH3:1])[N:4]=2)[N:9]=[CH:8][CH:7]=1)([CH3:22])([CH3:21])[CH3:20], predict the reactants needed to synthesize it. The reactants are: [CH3:1][O:2][C:3]1[N:4]=[C:5]2[C:10](=[CH:11][CH:12]=1)[N:9]=[CH:8][CH:7]=[C:6]2[CH:13]=[O:14].[C:15]([O:18][C:19]([CH3:22])([CH3:21])[CH3:20])(=[O:17])[CH3:16].